Dataset: Reaction yield outcomes from USPTO patents with 853,638 reactions. Task: Predict the reaction yield, written as a fraction of the theoretical maximum amount of product (1.0 means a 100% yield; for example, 0.34 means a 34% yield). The reactants are [Br:1][C:2]1[CH:7]=[CH:6][CH:5]=[C:4]([CH2:8]Br)[CH:3]=1.[CH2:10]([Mg]Br)[CH:11]=[CH2:12]. The catalyst is C1COCC1. The product is [Br:1][C:2]1[CH:7]=[CH:6][CH:5]=[C:4]([CH2:8][CH2:12][CH:11]=[CH2:10])[CH:3]=1. The yield is 0.830.